From a dataset of Full USPTO retrosynthesis dataset with 1.9M reactions from patents (1976-2016). Predict the reactants needed to synthesize the given product. (1) Given the product [O:19]=[C:18]1[NH:17][C:27]2[C:22](/[C:20]/1=[N:6]/[NH:5][C:3](=[O:4])[C:2]([F:1])([F:14])[C:7]1[CH:12]=[CH:11][C:10]([F:13])=[CH:9][CH:8]=1)=[CH:23][CH:24]=[CH:25][CH:26]=2, predict the reactants needed to synthesize it. The reactants are: [F:1][C:2]([F:14])([C:7]1[CH:12]=[CH:11][C:10]([F:13])=[CH:9][CH:8]=1)[C:3]([NH:5][NH2:6])=[O:4].FF.[NH:17]1[C:27]2[C:22](=[CH:23][CH:24]=[CH:25][CH:26]=2)[C:20](=O)[C:18]1=[O:19]. (2) Given the product [CH3:25][C:15]1[CH:20]=[CH:19][C:18]([O:3][C@H:2]([CH3:4])[C:1]([O:6][CH3:7])=[O:5])=[CH:17][CH:16]=1, predict the reactants needed to synthesize it. The reactants are: [C:1]([O:6][CH3:7])(=[O:5])[C@@H:2]([CH3:4])[OH:3].C(N(CC)CC)C.[C:15]1([CH3:25])[CH:20]=[CH:19][C:18](S(Cl)(=O)=O)=[CH:17][CH:16]=1.